Dataset: Full USPTO retrosynthesis dataset with 1.9M reactions from patents (1976-2016). Task: Predict the reactants needed to synthesize the given product. (1) Given the product [Br:1][C:2]1[CH:3]=[N:4][CH:5]=[C:6]([C:10]=1[CH3:11])[C:7]([O:9][CH2:12][CH3:13])=[O:8], predict the reactants needed to synthesize it. The reactants are: [Br:1][C:2]1[CH:3]=[N:4][CH:5]=[C:6]([C:10]=1[CH3:11])[C:7]([OH:9])=[O:8].[CH2:12](O)[CH3:13].CCN=C=NCCCN(C)C.OP([O-])(O)=O.[K+]. (2) Given the product [CH3:16][Bi:17]([CH3:18])[C:2]([CH3:4])([CH3:3])[C:1]([O:6][CH3:7])=[O:5], predict the reactants needed to synthesize it. The reactants are: [C:1]([O:6][CH3:7])(=[O:5])[CH:2]([CH3:4])[CH3:3].C([N-]C(C)C)(C)C.[Li+].[CH3:16][Bi:17](Br)[CH3:18]. (3) Given the product [CH3:1][C:2]1[C:6]([CH2:7][N:8]2[CH:12]=[C:11]([N:13]3[C:17](=[O:18])[C:16]([CH3:19])([CH3:20])[N:15]([CH2:24][C:25]4[CH:30]=[CH:29][C:28]([F:31])=[C:27]([O:32][CH3:33])[CH:26]=4)[C:14]3=[O:21])[CH:10]=[N:9]2)=[C:5]([CH3:22])[O:4][N:3]=1, predict the reactants needed to synthesize it. The reactants are: [CH3:1][C:2]1[C:6]([CH2:7][N:8]2[CH:12]=[C:11]([N:13]3[C:17](=[O:18])[C:16]([CH3:20])([CH3:19])[NH:15][C:14]3=[O:21])[CH:10]=[N:9]2)=[C:5]([CH3:22])[O:4][N:3]=1.Cl[CH2:24][C:25]1[CH:30]=[CH:29][C:28]([F:31])=[C:27]([O:32][CH3:33])[CH:26]=1. (4) Given the product [F:16][C:17]1[CH:23]=[CH:22][C:20]([NH:21][C:12]2[C:7]3[C:6]([CH3:15])=[C:5]([C:3]([O:2][CH3:1])=[O:4])[S:14][C:8]=3[N:9]=[CH:10][N:11]=2)=[C:19]([O:24][C@@H:25]2[CH2:29][CH2:28][O:27][CH2:26]2)[CH:18]=1, predict the reactants needed to synthesize it. The reactants are: [CH3:1][O:2][C:3]([C:5]1[S:14][C:8]2[N:9]=[CH:10][N:11]=[C:12](Cl)[C:7]=2[C:6]=1[CH3:15])=[O:4].[F:16][C:17]1[CH:23]=[CH:22][C:20]([NH2:21])=[C:19]([O:24][C@@H:25]2[CH2:29][CH2:28][O:27][CH2:26]2)[CH:18]=1.C1(C)C=CC(S(O)(=O)=O)=CC=1. (5) Given the product [C:6]([O:10][C:11]1[CH:12]=[C:13]([C:17]2[C:18]3[CH2:31][CH2:30][N:29]([S:34]([C:37]4[CH:43]=[CH:42][C:40]([CH3:41])=[CH:39][CH:38]=4)(=[O:36])=[O:35])[C:19]=3[N:20]=[C:21]([N:23]3[CH2:24][CH2:25][O:26][CH2:27][CH2:28]3)[N:22]=2)[CH:14]=[CH:15][CH:16]=1)([CH3:9])([CH3:7])[CH3:8], predict the reactants needed to synthesize it. The reactants are: CN(C)C=O.[C:6]([O:10][C:11]1[CH:12]=[C:13]([C:17]2[C:18]3[CH2:31][CH2:30][NH:29][C:19]=3[N:20]=[C:21]([N:23]3[CH2:28][CH2:27][O:26][CH2:25][CH2:24]3)[N:22]=2)[CH:14]=[CH:15][CH:16]=1)([CH3:9])([CH3:8])[CH3:7].[H-].[Na+].[S:34](Cl)([C:37]1[CH:43]=[CH:42][C:40]([CH3:41])=[CH:39][CH:38]=1)(=[O:36])=[O:35]. (6) Given the product [CH3:15][C:7]1[CH:12]=[CH:11][C:10]([CH:13]([OH:14])[C:3]([OH:16])=[O:1])=[CH:9][CH:8]=1, predict the reactants needed to synthesize it. The reactants are: [OH-:1].[Na+].[CH:3](Cl)(Cl)Cl.[C:7]1([CH3:15])[CH:12]=[CH:11][C:10]([CH:13]=[O:14])=[CH:9][CH:8]=1.[OH2:16]. (7) Given the product [F:1][C:2]1[CH:3]=[CH:4][C:5]([C:6]2([C:22]([NH2:20])=[O:25])[C:8]3[CH:16]=[CH:15][CH:14]=[CH:13][C:9]=3[C:10](=[O:11])[O:12]2)=[CH:17][CH:18]=1, predict the reactants needed to synthesize it. The reactants are: [F:1][C:2]1[CH:18]=[CH:17][C:5]([C:6]([C:8]2[CH:16]=[CH:15][CH:14]=[CH:13][C:9]=2[C:10]([OH:12])=[O:11])=O)=[CH:4][CH:3]=1.[C-]#[N:20].[K+].[C:22]([OH:25])(=O)C. (8) Given the product [NH2:1][C:2]1[C:7]([C:8]#[N:9])=[C:6]([NH:24][CH:22]([C:17]2[C:16]([C:25]3[CH:30]=[CH:29][CH:28]=[CH:27][N:26]=3)=[C:15]([C:31]3[O:35][N:34]=[C:33]([CH3:36])[N:32]=3)[C:14]3[C:19](=[CH:20][CH:21]=[C:12]([F:11])[CH:13]=3)[N:18]=2)[CH3:23])[N:5]=[CH:4][N:3]=1, predict the reactants needed to synthesize it. The reactants are: [NH2:1][C:2]1[C:7]([C:8]#[N:9])=[C:6](Cl)[N:5]=[CH:4][N:3]=1.[F:11][C:12]1[CH:13]=[C:14]2[C:19](=[CH:20][CH:21]=1)[N:18]=[C:17]([CH:22]([NH2:24])[CH3:23])[C:16]([C:25]1[CH:30]=[CH:29][CH:28]=[CH:27][N:26]=1)=[C:15]2[C:31]1[O:35][N:34]=[C:33]([CH3:36])[N:32]=1.CCN(C(C)C)C(C)C.